From a dataset of Catalyst prediction with 721,799 reactions and 888 catalyst types from USPTO. Predict which catalyst facilitates the given reaction. (1) Product: [CH:47]([N:50]1[CH2:55][CH2:54][N:53]([C:17]([C:4]2[S:5][C:6]([C:7]3[C:16]4[C:11](=[CH:12][CH:13]=[CH:14][CH:15]=4)[CH:10]=[CH:9][CH:8]=3)=[C:2]([CH3:1])[N:3]=2)=[O:19])[CH2:52][CH2:51]1)([CH3:49])[CH3:48]. Reactant: [CH3:1][C:2]1[N:3]=[C:4]([C:17]([OH:19])=O)[S:5][C:6]=1[C:7]1[C:16]2[C:11](=[CH:12][CH:13]=[CH:14][CH:15]=2)[CH:10]=[CH:9][CH:8]=1.F[P-](F)(F)(F)(F)F.N1(O[P+](N(C)C)(N(C)C)N(C)C)C2C=CC=CC=2N=N1.[CH:47]([N:50]1[CH2:55][CH2:54][NH:53][CH2:52][CH2:51]1)([CH3:49])[CH3:48].CCN(CC)CC. The catalyst class is: 2. (2) Reactant: [CH:1]1([C:4]2[CH:5]=[C:6]([CH3:26])[C:7]([N:10]3[CH2:15][CH2:14][N:13]([C:16]([C:18]4[CH:19]=[N:20][C:21](F)=[CH:22][C:23]=4[CH3:24])=[O:17])[CH2:12][CH2:11]3)=[N:8][CH:9]=2)[CH2:3][CH2:2]1.COC1C=CC(C[NH2:34])=CC=1. Product: [NH2:34][C:21]1[N:20]=[CH:19][C:18]([C:16]([N:13]2[CH2:14][CH2:15][N:10]([C:7]3[C:6]([CH3:26])=[CH:5][C:4]([CH:1]4[CH2:3][CH2:2]4)=[CH:9][N:8]=3)[CH2:11][CH2:12]2)=[O:17])=[C:23]([CH3:24])[CH:22]=1. The catalyst class is: 6.